From a dataset of Forward reaction prediction with 1.9M reactions from USPTO patents (1976-2016). Predict the product of the given reaction. (1) Given the reactants [C:1](=[N:14][NH2:15])([C:8]1[CH:13]=[CH:12][CH:11]=[CH:10][CH:9]=1)[C:2]1[CH:7]=[CH:6][CH:5]=[CH:4][CH:3]=1.Cl[C:17]([O:19][CH2:20][C:21]1C=CC([N+:27]([O-])=O)=CC=1)=[O:18].CC[O:32][C:33](C)=[O:34].CC[N:38]([CH:42](C)C)C(C)C, predict the reaction product. The product is: [CH2:20]([O:19][C:17](=[O:18])[CH2:42][NH:38][C:1](=[O:32])[NH:14][NH2:15])[CH3:21].[C:1](=[N:14][NH:15][C:33]([NH2:27])=[O:34])([C:8]1[CH:9]=[CH:10][CH:11]=[CH:12][CH:13]=1)[C:2]1[CH:7]=[CH:6][CH:5]=[CH:4][CH:3]=1. (2) Given the reactants N[C:2]1[CH:7]=[CH:6][C:5]([N:8]([C:13]2[C:32]([CH:33]3[CH2:35][CH2:34]3)=[CH:31][C:16]3[C:17]([C:27]([NH:29][CH3:30])=[O:28])=[C:18]([C:20]4[CH:25]=[CH:24][C:23]([F:26])=[CH:22][CH:21]=4)[O:19][C:15]=3[CH:14]=2)[S:9]([CH3:12])(=[O:11])=[O:10])=[CH:4][C:3]=1[S:36]([CH3:39])(=[O:38])=[O:37].[BrH:40].N([O-])=O.[Na+].S(=O)(O)[O-].[Na+], predict the reaction product. The product is: [Br:40][C:2]1[CH:7]=[CH:6][C:5]([N:8]([C:13]2[C:32]([CH:33]3[CH2:35][CH2:34]3)=[CH:31][C:16]3[C:17]([C:27]([NH:29][CH3:30])=[O:28])=[C:18]([C:20]4[CH:25]=[CH:24][C:23]([F:26])=[CH:22][CH:21]=4)[O:19][C:15]=3[CH:14]=2)[S:9]([CH3:12])(=[O:11])=[O:10])=[CH:4][C:3]=1[S:36]([CH3:39])(=[O:38])=[O:37]. (3) Given the reactants [Br:1][C:2]1[CH:7]=[CH:6][C:5]([OH:8])=[CH:4][C:3]=1[CH3:9].[CH3:10][C:11]1([CH2:15]O)[CH2:14][O:13][CH2:12]1.C1C=CC(P(C2C=CC=CC=2)C2C=CC=CC=2)=CC=1.C1C=CC(COC(/N=N/C(OCC2C=CC=CC=2)=O)=O)=CC=1, predict the reaction product. The product is: [Br:1][C:2]1[CH:7]=[CH:6][C:5]([O:8][CH2:10][C:11]2([CH3:15])[CH2:14][O:13][CH2:12]2)=[CH:4][C:3]=1[CH3:9]. (4) Given the reactants C[N:2]1[CH:7]=[C:6]([C:8]2[CH:13]=[CH:12][CH:11]=[CH:10][N:9]=2)[CH:5]=[N:4][C:3]1=O.P(Cl)(Cl)(Cl)(Cl)[Cl:16].P(Cl)(Cl)(Cl)=O.C([O-])([O-])=O.[Na+].[Na+], predict the reaction product. The product is: [Cl:16][C:3]1[N:4]=[CH:5][C:6]([C:8]2[CH:13]=[CH:12][CH:11]=[CH:10][N:9]=2)=[CH:7][N:2]=1. (5) Given the reactants Br[C:2]1[CH:3]=[CH:4][C:5]2[C:6]3[N:14]([CH2:15][C:16]([CH3:19])([OH:18])[CH3:17])[C:13]([CH2:20][O:21][CH2:22][CH3:23])=[N:12][C:7]=3[CH:8]=[N:9][C:10]=2[CH:11]=1.BrC1C=CC2C3N(CCCOC(C)C)C(COCC)=NC=3C=[N:32]C=2C=1.[CH2:49]([N:51]1[CH2:55][CH2:54][NH:53][C:52]1=[O:56])[CH3:50].N1CCCC1=O, predict the reaction product. The product is: [NH2:32][C:8]1[C:7]2[N:12]=[C:13]([CH2:20][O:21][CH2:22][CH3:23])[N:14]([CH2:15][C:16]([OH:18])([CH3:19])[CH3:17])[C:6]=2[C:5]2[CH:4]=[CH:3][C:2]([N:53]3[CH2:54][CH2:55][N:51]([CH2:49][CH3:50])[C:52]3=[O:56])=[CH:11][C:10]=2[N:9]=1. (6) The product is: [Br:1][CH2:2][CH2:3][CH2:4][CH2:5][CH2:6][CH2:7][CH2:8][CH2:9][CH2:10][CH2:11][CH2:12][CH2:13][CH2:14][CH2:15][CH2:16][CH2:17][O:18][Si:24]([C:27]([CH3:30])([CH3:29])[CH3:28])([CH3:26])[CH3:25]. Given the reactants [Br:1][CH2:2][CH2:3][CH2:4][CH2:5][CH2:6][CH2:7][CH2:8][CH2:9][CH2:10][CH2:11][CH2:12][CH2:13][CH2:14][CH2:15][CH2:16][CH2:17][OH:18].N1C=CN=C1.[Si:24](Cl)([C:27]([CH3:30])([CH3:29])[CH3:28])([CH3:26])[CH3:25].[Cl-].[NH4+], predict the reaction product. (7) Given the reactants [F:1][C:2]1[CH:3]=[C:4]([C:8]2[C:12]([C:13]([OH:15])=O)=[C:11]([CH3:16])[O:10][N:9]=2)[CH:5]=[CH:6][CH:7]=1.Cl.C(N=C=NCCCN(C)C)C.[F:29][C:30]1[CH:35]=[CH:34][C:33]([N:36]2[CH2:41][CH2:40][NH:39][CH2:38][CH2:37]2)=[CH:32][CH:31]=1, predict the reaction product. The product is: [F:1][C:2]1[CH:3]=[C:4]([C:8]2[C:12]([C:13]([N:39]3[CH2:38][CH2:37][N:36]([C:33]4[CH:32]=[CH:31][C:30]([F:29])=[CH:35][CH:34]=4)[CH2:41][CH2:40]3)=[O:15])=[C:11]([CH3:16])[O:10][N:9]=2)[CH:5]=[CH:6][CH:7]=1.